This data is from Forward reaction prediction with 1.9M reactions from USPTO patents (1976-2016). The task is: Predict the product of the given reaction. (1) Given the reactants [OH2:1].[OH-].[Li+].Cl.FC(F)(F)C1C=C(C=C(C(F)(F)F)C=1)CN.CN1[CH2:27][CH2:26][O:25][CH2:24][CH2:23]1.CCN=C=NCCCN(C)C.[O:39]1[CH2:44][CH2:43][O:42][CH2:41][CH2:40]1.O, predict the reaction product. The product is: [OH:39][CH:44]([C:23]1[CH:27]=[CH:26][O:25][CH:24]=1)[C:43]([O:42][CH2:41][CH3:40])=[O:1]. (2) Given the reactants [C:1]([O:4][C@@H:5]1[C@H:10]([O:11][C:12](=[O:14])[CH3:13])[C@@H:9]([O:15][C:16](=[O:18])[CH3:17])[C@H:8]([CH3:19])[O:7][C@H:6]1[S:20][C:21](N)=[NH2+])(=[O:3])[CH3:2].[C:24](#N)[CH3:25].C(N(CC)CC)C.C(Br)C#C, predict the reaction product. The product is: [C:1]([O:4][C@@H:5]1[C@H:10]([O:11][C:12](=[O:14])[CH3:13])[C@@H:9]([O:15][C:16](=[O:18])[CH3:17])[C@H:8]([CH3:19])[O:7][C@H:6]1[S:20][CH2:21][C:24]#[CH:25])(=[O:3])[CH3:2]. (3) Given the reactants [CH2:1]([N:5]([CH2:15][CH2:16][CH2:17][CH3:18])[C:6]([C:8]1[C:12]([Cl:13])=[C:11]([CH3:14])[NH:10][N:9]=1)=[O:7])[CH2:2][CH2:3][CH3:4].F[C:20]1[CH:27]=[CH:26][C:25]([O:28][CH3:29])=[CH:24][C:21]=1[C:22]#[N:23].C(=O)([O-])[O-].[Cs+].[Cs+], predict the reaction product. The product is: [CH2:1]([N:5]([CH2:15][CH2:16][CH2:17][CH3:18])[C:6]([C:8]1[C:12]([Cl:13])=[C:11]([CH3:14])[N:10]([C:20]2[CH:27]=[CH:26][C:25]([O:28][CH3:29])=[CH:24][C:21]=2[C:22]#[N:23])[N:9]=1)=[O:7])[CH2:2][CH2:3][CH3:4].